The task is: Predict the product of the given reaction.. This data is from Forward reaction prediction with 1.9M reactions from USPTO patents (1976-2016). (1) Given the reactants [F:1][C:2]([F:18])([F:17])[C:3]1[CH:4]=[C:5]([C:9]2[CH2:13][CH:12]([C:14]([OH:16])=O)[O:11][N:10]=2)[CH:6]=[CH:7][CH:8]=1.[NH:19]1[CH2:23][CH2:22][C@H:21]([NH:24][C:25](=[O:31])[O:26][C:27]([CH3:30])([CH3:29])[CH3:28])[CH2:20]1.C(N(CC)CC)C.F[P-](F)(F)(F)(F)F.N1(O[P+](N(C)C)(N(C)C)N(C)C)C2C=CC=CC=2N=N1, predict the reaction product. The product is: [F:17][C:2]([F:1])([F:18])[C:3]1[CH:4]=[C:5]([C:9]2[CH2:13][CH:12]([C:14]([N:19]3[CH2:23][CH2:22][C@H:21]([NH:24][C:25](=[O:31])[O:26][C:27]([CH3:29])([CH3:28])[CH3:30])[CH2:20]3)=[O:16])[O:11][N:10]=2)[CH:6]=[CH:7][CH:8]=1. (2) Given the reactants [O:1]=[C:2]([O:9][CH2:10][C:11]([Cl:14])([Cl:13])[Cl:12])[CH2:3][CH2:4][CH2:5][C:6](O)=[O:7].O1CCCC1.C(Cl)(=O)C([Cl:23])=O, predict the reaction product. The product is: [O:1]=[C:2]([O:9][CH2:10][C:11]([Cl:14])([Cl:13])[Cl:12])[CH2:3][CH2:4][CH2:5][C:6]([Cl:23])=[O:7]. (3) Given the reactants [NH:1]([C:3]1[CH:8]=[CH:7][CH:6]=[CH:5][N:4]=1)[NH2:2].[Br:9][C:10]1[C:18]([CH3:19])=[CH:17][CH:16]=[CH:15][C:11]=1[C:12](O)=O.F[P-](F)(F)(F)(F)F.N1(O[P+](N2CCCC2)(N2CCCC2)N2CCCC2)C2C=CC=CC=2N=N1.CCN(C(C)C)C(C)C.COC1C=CC(P2(SP(C3C=CC(OC)=CC=3)(=S)S2)=S)=CC=1, predict the reaction product. The product is: [Br:9][C:10]1[C:18]([CH3:19])=[CH:17][CH:16]=[CH:15][C:11]=1[C:12]1[N:4]2[CH:5]=[CH:6][CH:7]=[CH:8][C:3]2=[N:1][N:2]=1.